The task is: Predict which catalyst facilitates the given reaction.. This data is from Catalyst prediction with 721,799 reactions and 888 catalyst types from USPTO. (1) The catalyst class is: 7. Reactant: Br[C:2]1[CH:3]=[C:4]2[C:8](=[CH:9][CH:10]=1)[CH2:7][N:6]([CH:11]([CH3:13])[CH3:12])[CH2:5]2.[Mg].II.[B:17](OC)([O:20]C)[O:18]C. Product: [CH3:12][CH:11]([N:6]1[CH2:5][C:4]2[C:8](=[CH:9][CH:10]=[C:2]([B:17]([OH:20])[OH:18])[CH:3]=2)[CH2:7]1)[CH3:13]. (2) Reactant: Br[CH2:2][CH2:3][O:4][C:5]1[CH:10]=[CH:9][C:8]([N+:11]([O-:13])=[O:12])=[CH:7][C:6]=1[O:14][CH3:15].[CH3:16][CH:17]1[CH2:22][CH2:21][CH2:20][CH:19]([CH3:23])[NH:18]1. Product: [CH3:15][O:14][C:6]1[CH:7]=[C:8]([N+:11]([O-:13])=[O:12])[CH:9]=[CH:10][C:5]=1[O:4][CH2:3][CH2:2][N:18]1[CH:19]([CH3:23])[CH2:20][CH2:21][CH2:22][CH:17]1[CH3:16]. The catalyst class is: 98. (3) Reactant: [C:1]([CH2:3][CH2:4][NH:5][C:6]([CH:8]1[CH2:13][CH2:12][N:11]([CH2:14][CH2:15][C:16]2[CH:21]=[CH:20][C:19]([O:22][C:23]3[S:24][C:25]4[CH:31]=[CH:30][CH:29]=[CH:28][C:26]=4[N:27]=3)=[CH:18][CH:17]=2)[CH2:10][CH2:9]1)=O)#[N:2].C1(P(C2C=CC=CC=2)C2C=CC=CC=2)C=CC=CC=1.N(C(OC(C)C)=O)=NC(OC(C)C)=O.[N:65]([Si](C)(C)C)=[N+:66]=[N-:67]. Product: [S:24]1[C:25]2[CH:31]=[CH:30][CH:29]=[CH:28][C:26]=2[N:27]=[C:23]1[O:22][C:19]1[CH:20]=[CH:21][C:16]([CH2:15][CH2:14][N:11]2[CH2:12][CH2:13][CH:8]([C:6]3[N:5]([CH2:4][CH2:3][C:1]#[N:2])[N:67]=[N:66][N:65]=3)[CH2:9][CH2:10]2)=[CH:17][CH:18]=1. The catalyst class is: 23. (4) Reactant: [OH-].[K+].[N:3]1[CH:8]=[CH:7][CH:6]=[CH:5][C:4]=1[CH2:9][C:10](=O)[CH2:11][C:12](=O)[CH3:13].C(O)(=O)C.C(O)(=O)C.IC1C=CC=CC=1.CC1C=C(CC2C=CC=CN=2)[N:35]=[C:34]2[NH:45][C:46](=[O:48])[NH:47][C:33]=12. Product: [CH3:13][C:12]1[N:35]=[C:34]2[NH:45][C:46](=[O:48])[NH:47][C:33]2=[C:10]([CH2:9][C:4]2[CH:5]=[CH:6][CH:7]=[CH:8][N:3]=2)[CH:11]=1. The catalyst class is: 5. (5) Reactant: [CH3:1][C:2]1[N:10]=[CH:9][CH:8]=[C:7]([CH3:11])[C:3]=1[C:4]([OH:6])=O.O=S(Cl)Cl.[NH2:16][C:17]1[CH:18]=[C:19]([CH2:24][C:25]([NH:27][CH:28]([C:35]2[CH:40]=[CH:39][C:38]([Cl:41])=[CH:37][C:36]=2[CH3:42])[C:29]2[CH:34]=[CH:33][CH:32]=[CH:31][CH:30]=2)=[O:26])[CH:20]=[CH:21][C:22]=1[OH:23].CCN(C(C)C)C(C)C. Product: [Cl:41][C:38]1[CH:39]=[CH:40][C:35]([CH:28]([NH:27][C:25](=[O:26])[CH2:24][C:19]2[CH:20]=[CH:21][C:22]([OH:23])=[C:17]([NH:16][C:4](=[O:6])[C:3]3[C:7]([CH3:11])=[CH:8][CH:9]=[N:10][C:2]=3[CH3:1])[CH:18]=2)[C:29]2[CH:34]=[CH:33][CH:32]=[CH:31][CH:30]=2)=[C:36]([CH3:42])[CH:37]=1. The catalyst class is: 34. (6) Reactant: [CH3:1][CH:2]([CH3:11])[C:3](=O)[CH2:4][C:5]([O:7][CH2:8][CH3:9])=[O:6].C([O-])(=O)C.[NH4+:16]. Product: [NH2:16][C:3]([CH:2]([CH3:11])[CH3:1])=[CH:4][C:5]([O:7][CH2:8][CH3:9])=[O:6]. The catalyst class is: 5.